This data is from Full USPTO retrosynthesis dataset with 1.9M reactions from patents (1976-2016). The task is: Predict the reactants needed to synthesize the given product. (1) Given the product [F:26][C:27]([F:38])([F:37])[C:28]([NH:13][C:12]1[CH:14]=[CH:15][CH:16]=[C:10]([C:8]2[CH:9]=[C:4]3[CH:3]=[CH:2][NH:1][C:5]3=[N:6][CH:7]=2)[CH:11]=1)=[O:29], predict the reactants needed to synthesize it. The reactants are: [NH:1]1[C:5]2=[N:6][CH:7]=[C:8]([C:10]3[CH:11]=[C:12]([CH:14]=[CH:15][CH:16]=3)[NH2:13])[CH:9]=[C:4]2[CH:3]=[CH:2]1.C(N(C(C)C)CC)(C)C.[F:26][C:27]([F:38])([F:37])[C:28](O[C:28](=[O:29])[C:27]([F:38])([F:37])[F:26])=[O:29]. (2) Given the product [CH3:2][O:3][C:4]([NH:6][C@@H:7]([CH:40]([CH3:42])[CH3:41])[C:8]([N:10]1[CH2:14][CH2:13][CH2:12][C@H:11]1[C:15]1[NH:19][C:18]2[CH:20]=[CH:21][C:22]([C:24]3[CH:25]=[CH:26][C:27]([C:30]4[N:31]=[C:32]([C@@H:35]5[CH2:39][CH2:38][CH2:37][N:36]5[C:50]([C@@H:49]([NH:48][C:46](=[O:47])[O:45][CH3:44])[CH:53]([CH3:55])[CH3:54])=[O:51])[NH:33][CH:34]=4)=[CH:28][CH:29]=3)=[CH:23][C:17]=2[N:16]=1)=[O:9])=[O:5], predict the reactants needed to synthesize it. The reactants are: [Cl-].[CH3:2][O:3][C:4]([NH:6][C@@H:7]([CH:40]([CH3:42])[CH3:41])[C:8]([N:10]1[CH2:14][CH2:13][CH2:12][C@H:11]1[C:15]1[NH:19][C:18]2[CH:20]=[CH:21][C:22]([C:24]3[CH:29]=[CH:28][C:27]([C:30]4[NH+:31]=[C:32]([C@@H:35]5[CH2:39][CH2:38][CH2:37][NH2+:36]5)[NH:33][CH:34]=4)=[CH:26][CH:25]=3)=[CH:23][C:17]=2[N:16]=1)=[O:9])=[O:5].[Cl-].[CH3:44][O:45][C:46]([NH:48][C@@H:49]([CH:53]([CH3:55])[CH3:54])[C:50](O)=[O:51])=[O:47].CN(C(ON1N=NC2C=CC=NC1=2)=[N+](C)C)C.F[P-](F)(F)(F)(F)F.CCN(C(C)C)C(C)C. (3) Given the product [CH2:28]([S:30]([C:33]1[CH:34]=[CH:35][C:36]([CH2:39][C:40]([NH:42][C:43]2[CH:44]=[C:45]3[CH2:51][NH:50][C@@H:49]([CH:59]([CH3:60])[CH3:61])[C:46]3=[N:47][CH:48]=2)=[O:41])=[CH:37][CH:38]=1)(=[O:32])=[O:31])[CH3:29], predict the reactants needed to synthesize it. The reactants are: C(S(C1C=CC(CNC(C2C=C3CN[C@@H](C(C)C)C3=NC=2)=O)=CC=1)(=O)=O)C.[CH2:28]([S:30]([C:33]1[CH:38]=[CH:37][C:36]([CH2:39][C:40]([NH:42][C:43]2[CH:44]=[C:45]3[CH2:51][N:50](C(OC(C)(C)C)=O)[C@@H:49]([CH:59]([CH3:61])[CH3:60])[C:46]3=[N:47][CH:48]=2)=[O:41])=[CH:35][CH:34]=1)(=[O:32])=[O:31])[CH3:29]. (4) Given the product [Cl:1][CH2:2][C:3]1[O:8][C:3]([CH2:2][Cl:1])=[CH:4][C:5](=[O:6])[CH:4]=1, predict the reactants needed to synthesize it. The reactants are: [Cl:1][CH2:2][C:3](=[O:8])[CH2:4][C:5](Cl)=[O:6].O. (5) Given the product [ClH:1].[Cl:20][C:21]1[CH:22]=[CH:23][C:24]([F:28])=[C:25]([NH:26][C:2]2[C:3]3[N:4]([C:16]([CH3:19])=[CH:17][CH:18]=3)[C:5]([C:8]([N:10]3[CH2:15][CH2:14][O:13][CH2:12][CH2:11]3)=[O:9])=[CH:6][N:7]=2)[CH:27]=1, predict the reactants needed to synthesize it. The reactants are: [Cl:1][C:2]1[C:3]2[N:4]([C:16]([CH3:19])=[CH:17][CH:18]=2)[C:5]([C:8]([N:10]2[CH2:15][CH2:14][O:13][CH2:12][CH2:11]2)=[O:9])=[CH:6][N:7]=1.[Cl:20][C:21]1[CH:22]=[CH:23][C:24]([F:28])=[C:25]([CH:27]=1)[NH2:26].